Dataset: Catalyst prediction with 721,799 reactions and 888 catalyst types from USPTO. Task: Predict which catalyst facilitates the given reaction. (1) Reactant: [O-]Cl=O.[Na+].[CH3:5][O:6][C:7](=[O:17])[C:8]1[CH:13]=[CH:12][C:11]([CH:14]=[O:15])=[C:10]([F:16])[CH:9]=1.S(=O)(=O)([OH:20])N.[O-]S([O-])=O.[Na+].[Na+].Cl. Product: [CH3:5][O:6][C:7](=[O:17])[C:8]1[CH:13]=[CH:12][C:11]([C:14]([OH:20])=[O:15])=[C:10]([F:16])[CH:9]=1. The catalyst class is: 578. (2) Reactant: [CH2:1]([O:8][C:9]1[C:17]2[N:16]=[C:15]([CH3:18])[N:14]([S:19]([C:22]3[CH:27]=[CH:26][C:25]([CH3:28])=[CH:24][CH:23]=3)(=[O:21])=[O:20])[C:13]=2[CH:12]=[C:11](Br)[CH:10]=1)[C:2]1[CH:7]=[CH:6][CH:5]=[CH:4][CH:3]=1.[O:30]1[CH2:34]CCC1.[CH3:35][NH:36][CH3:37]. Product: [CH2:1]([O:8][C:9]1[C:17]2[N:16]=[C:15]([CH3:18])[N:14]([S:19]([C:22]3[CH:27]=[CH:26][C:25]([CH3:28])=[CH:24][CH:23]=3)(=[O:21])=[O:20])[C:13]=2[CH:12]=[C:11]([C:34]([N:36]([CH3:37])[CH3:35])=[O:30])[CH:10]=1)[C:2]1[CH:7]=[CH:6][CH:5]=[CH:4][CH:3]=1. The catalyst class is: 535.